Dataset: Forward reaction prediction with 1.9M reactions from USPTO patents (1976-2016). Task: Predict the product of the given reaction. (1) The product is: [N+:16]([CH:19]=[CH:14][C:10]1[S:9][CH:13]=[CH:12][CH:11]=1)([O-:18])=[O:17]. Given the reactants C([O-])(=O)C.[Na+].Cl.CN.[S:9]1[CH:13]=[CH:12][CH:11]=[C:10]1[CH:14]=O.[N+:16]([CH3:19])([O-:18])=[O:17], predict the reaction product. (2) Given the reactants [SH:1][C:2]1[CH:7]=[CH:6][C:5]([OH:8])=[CH:4][CH:3]=1.C(=O)([O-])[O-].[K+].[K+].Br[CH2:16][C:17]([O:19][CH2:20][CH3:21])=[O:18], predict the reaction product. The product is: [OH:8][C:5]1[CH:6]=[CH:7][C:2]([S:1][CH2:16][C:17]([O:19][CH2:20][CH3:21])=[O:18])=[CH:3][CH:4]=1. (3) Given the reactants [Br:1][C:2]1[CH:3]=[C:4]([N+:20]([O-])=O)[CH:5]=[C:6]2[C:11]=1[N:10]=[CH:9][C:8]([C:12]#[N:13])=[C:7]2[NH:14][CH:15]1[CH2:19][CH2:18][CH2:17][CH2:16]1.O.O.[Sn](Cl)(Cl)(Cl)Cl, predict the reaction product. The product is: [NH2:20][C:4]1[CH:5]=[C:6]2[C:11](=[C:2]([Br:1])[CH:3]=1)[N:10]=[CH:9][C:8]([C:12]#[N:13])=[C:7]2[NH:14][CH:15]1[CH2:16][CH2:17][CH2:18][CH2:19]1. (4) Given the reactants [F:1][C:2]1[CH:7]=[C:6]([N:8]2[CH2:13][CH2:12][O:11][CH2:10][CH2:9]2)[C:5]([N+:14]([O-])=O)=[CH:4][N:3]=1, predict the reaction product. The product is: [F:1][C:2]1[N:3]=[CH:4][C:5]([NH2:14])=[C:6]([N:8]2[CH2:13][CH2:12][O:11][CH2:10][CH2:9]2)[CH:7]=1. (5) The product is: [CH2:2]([O:19][C:12]1[C:11]([I:10])=[CH:16][C:15]([O:17][CH3:18])=[N:14][CH:13]=1)[CH3:3]. Given the reactants I[CH2:2][CH3:3].C(=O)([O-])[O-].[K+].[K+].[I:10][C:11]1[CH:16]=[C:15]([O:17][CH3:18])[N:14]=[CH:13][C:12]=1[OH:19], predict the reaction product. (6) Given the reactants Cl[C:2]1[N:11]=[C:10]([NH2:12])[C:9]2[C:4](=[CH:5][CH:6]=[C:7]([CH3:13])[CH:8]=2)[N:3]=1.[CH2:14]([O:16][C:17]1[CH:18]=[C:19]([CH:28]=[CH:29][C:30]=1[O:31][CH3:32])[CH2:20][N:21]1[CH2:26][CH2:25][CH:24]([NH2:27])[CH2:23][CH2:22]1)[CH3:15], predict the reaction product. The product is: [CH2:14]([O:16][C:17]1[CH:18]=[C:19]([CH:28]=[CH:29][C:30]=1[O:31][CH3:32])[CH2:20][N:21]1[CH2:22][CH2:23][CH:24]([NH:27][C:2]2[N:11]=[C:10]([NH2:12])[C:9]3[C:4](=[CH:5][CH:6]=[C:7]([CH3:13])[CH:8]=3)[N:3]=2)[CH2:25][CH2:26]1)[CH3:15]. (7) Given the reactants [S:1]1[C:5]2[CH:6]=[CH:7][CH:8]=[CH:9][C:4]=2[N:3]=[C:2]1[C:10]1[C:14]([C:15]2[CH:20]=[CH:19][C:18]([N+:21]([O-])=[O:22])=[CH:17][CH:16]=2)=[N:13][NH:12][C:11]=1[NH2:24], predict the reaction product. The product is: [NH2:24][C:11]1[NH:12][N:13]=[C:14]([C:15]2[CH:20]=[CH:19][C:18]([NH:21][OH:22])=[CH:17][CH:16]=2)[C:10]=1[C:2]1[S:1][C:5]2[CH:6]=[CH:7][CH:8]=[CH:9][C:4]=2[N:3]=1.